This data is from Full USPTO retrosynthesis dataset with 1.9M reactions from patents (1976-2016). The task is: Predict the reactants needed to synthesize the given product. (1) Given the product [N:1]1([C:6]2[N:11]=[C:10]([NH:12][CH2:13][CH2:14][NH:15][C:24]3[C:25](=[O:29])[C:26](=[O:27])[C:23]=3[O:22][CH3:21])[CH:9]=[C:8]([N:16]3[CH2:17][CH2:18][CH2:19][CH2:20]3)[N:7]=2)[CH2:5][CH2:4][CH2:3][CH2:2]1, predict the reactants needed to synthesize it. The reactants are: [N:1]1([C:6]2[N:11]=[C:10]([NH:12][CH2:13][CH2:14][NH2:15])[CH:9]=[C:8]([N:16]3[CH2:20][CH2:19][CH2:18][CH2:17]3)[N:7]=2)[CH2:5][CH2:4][CH2:3][CH2:2]1.[CH3:21][O:22][C:23]1[C:24](=O)[C:25](=[O:29])[C:26]=1[O:27]C. (2) Given the product [CH3:1][O:2][C:3]1[CH:8]=[C:7]2[N:9]=[CH:10][N:11]=[C:12]([NH:13][C:14]3[CH:19]=[CH:18][C:17]([F:20])=[C:16]([Cl:21])[CH:15]=3)[C:6]2=[CH:5][C:4]=1[O:22][CH2:23][CH2:24][CH2:25][N:26]1[CH2:31][CH2:30][O:29][CH2:28][CH2:27]1, predict the reactants needed to synthesize it. The reactants are: [CH3:1][O:2][C:3]1[CH:8]=[C:7]2[N:9]=[CH:10][N:11]=[C:12]([NH:13][C:14]3[CH:19]=[CH:18][C:17]([F:20])=[C:16]([Cl:21])[CH:15]=3)[C:6]2=[CH:5][C:4]=1[O:22][CH2:23][CH2:24][CH2:25][N:26]1[CH2:31][CH2:30][O:29][CH2:28][CH2:27]1.Cl.